Dataset: Experimentally validated miRNA-target interactions with 360,000+ pairs, plus equal number of negative samples. Task: Binary Classification. Given a miRNA mature sequence and a target amino acid sequence, predict their likelihood of interaction. (1) The miRNA is hsa-miR-6744-3p with sequence GGGCCUCUCUUGUCAUCCUGCAG. The protein sequence of the target gene is MLFFTQCFGAVLDLIHLRFQHYKAKRVFSAAGQLVCVVNPTHNLKYVSSRRAVTQSAPEQGSFHPHHLSHHHCHHRHHHHLRHHAHPHHLHHQEAGLHANPVTPCLCMCPLFSCQWEGRLEVVVPHLRQIHRVDILQGAEIVFLATDMHLPAPADWIIMHSCLGHHFLLVLRKQERHEGHPQFFATMMLIGTPTQADCFTYRLELNRNHRRLKWEATPRSVLECVDSVITDGDCLVLNTSLAQLFSDNGSLAIGIAITATEVLPSEAEM. Result: 1 (interaction). (2) The miRNA is hsa-miR-3915 with sequence UUGAGGAAAAGAUGGUCUUAUU. The protein sequence of the target gene is MASVLSYESLVHAVAGAVGSVTAMTVFFPLDTARLRLQVDEKRKSKTTHMVLLEIIKEEGLLAPYRGWFPVISSLCCSNFVYFYTFNSLKALWVKGQHSTTGKDLVVGFVAGVVNVLLTTPLWVVNTRLKLQGAKFRNEDIVPTNYKGIIDAFHQIIRDEGISALWNGTFPSLLLVFNPAIQFMFYEGLKRQLLKKRMKLSSLDVFIIGAVAKAIATTVTYPLQTVQSILRFGRHRLNPENRTLGSLRNILYLLHQRVRRFGIMGLYKGLEAKLLQTVLTAALMFLVYEKLTAATFTVMG.... Result: 0 (no interaction).